Task: Predict which catalyst facilitates the given reaction.. Dataset: Catalyst prediction with 721,799 reactions and 888 catalyst types from USPTO (1) Reactant: [Cl:1][C:2]1[CH:7]=[CH:6][C:5]([OH:8])=[C:4]([I:9])[CH:3]=1.[CH3:10][N:11]1[CH2:16][CH2:15][CH:14]([CH2:17]O)[CH2:13][CH2:12]1.C1(P(C2C=CC=CC=2)C2C=CC=CC=2)C=CC=CC=1.C(OC(N=NC(OC(C)C)=O)=O)(C)C. Product: [Cl:1][C:2]1[CH:7]=[CH:6][C:5]([O:8][CH2:17][CH:14]2[CH2:15][CH2:16][N:11]([CH3:10])[CH2:12][CH2:13]2)=[C:4]([I:9])[CH:3]=1. The catalyst class is: 1. (2) Reactant: Br[C:2]1[CH:3]=[CH:4][C:5]([CH3:34])=[C:6]([NH:8][C:9](=[O:33])[C:10]2[CH:15]=[CH:14][C:13]([NH:16][C:17]3[N:26]=[C:25]([C:27]4[CH:32]=[CH:31][CH:30]=[CH:29][CH:28]=4)[C:24]4[C:19](=[CH:20][CH:21]=[CH:22][CH:23]=4)[N:18]=3)=[CH:12][CH:11]=2)[CH:7]=1.C(=O)([O-])[O-].[Cs+].[Cs+].[NH:41]1[CH:45]=[CH:44][N:43]=[CH:42]1. Product: [N:41]1([C:2]2[CH:3]=[CH:4][C:5]([CH3:34])=[C:6]([NH:8][C:9](=[O:33])[C:10]3[CH:15]=[CH:14][C:13]([NH:16][C:17]4[N:26]=[C:25]([C:27]5[CH:32]=[CH:31][CH:30]=[CH:29][CH:28]=5)[C:24]5[C:19](=[CH:20][CH:21]=[CH:22][CH:23]=5)[N:18]=4)=[CH:12][CH:11]=3)[CH:7]=2)[CH:45]=[CH:44][N:43]=[CH:42]1. The catalyst class is: 590. (3) Reactant: Cl[C:2]1[C:7]([C:8]([O:10][CH3:11])=[O:9])=[CH:6][CH:5]=[C:4]([CH3:12])[N:3]=1.[CH2:13]([Sn](CCCC)(CCCC)C=C)[CH2:14]CC. Product: [CH:13]([C:2]1[C:7]([C:8]([O:10][CH3:11])=[O:9])=[CH:6][CH:5]=[C:4]([CH3:12])[N:3]=1)=[CH2:14]. The catalyst class is: 77. (4) The catalyst class is: 6. Product: [CH3:1][O:2][C:3](=[O:19])[CH2:4][C@H:5]([N:7]1[C:16](=[O:17])[C:15]2[C:10](=[CH:11][CH:12]=[CH:13][CH:14]=2)[N:9]([CH2:21][C:22]2[C:26]3[C:27]([CH3:32])=[CH:28][C:29]([CH3:31])=[CH:30][C:25]=3[S:24][N:23]=2)[C:8]1=[O:18])[CH3:6]. Reactant: [CH3:1][O:2][C:3](=[O:19])[CH2:4][C@H:5]([N:7]1[C:16](=[O:17])[C:15]2[C:10](=[CH:11][CH:12]=[CH:13][CH:14]=2)[NH:9][C:8]1=[O:18])[CH3:6].Br[CH2:21][C:22]1[C:26]2[C:27]([CH3:32])=[CH:28][C:29]([CH3:31])=[CH:30][C:25]=2[S:24][N:23]=1.C(=O)([O-])[O-].[K+].[K+].CN(C=O)C. (5) Reactant: Cl[C:2]1[CH:7]=[CH:6][N:5]=[C:4]([N:8]2[C:20](=[O:21])[C:19]3[S:18][C:17]4[CH2:16][CH2:15][CH2:14][CH2:13][C:12]=4[C:11]=3[CH2:10][CH2:9]2)[C:3]=1[CH:22]=[O:23].C([CH:26]1[CH2:31][N:30]([CH:32]2[CH2:35][O:34][CH2:33]2)[CH2:29][CH2:28][N:27]1[C:36]1[CH:37]=[CH:38][C:39]([NH:42][C:43]2[C:44](=[O:59])[N:45]([CH3:58])[CH:46]=[C:47](B3OC(C)(C)C(C)(C)O3)[CH:48]=2)=[N:40][CH:41]=1)C.C1(P(C2CCCCC2)C2CCCCC2)CCCCC1.C([O-])([O-])=O.[Cs+].[Cs+]. Product: [CH3:58][N:45]1[C:44](=[O:59])[C:43]([NH:42][C:39]2[CH:38]=[CH:37][C:36]([N:27]3[CH2:28][CH2:29][N:30]([CH:32]4[CH2:33][O:34][CH2:35]4)[CH2:31][CH2:26]3)=[CH:41][N:40]=2)=[CH:48][C:47]([C:2]2[CH:7]=[CH:6][N:5]=[C:4]([N:8]3[C:20](=[O:21])[C:19]4[S:18][C:17]5[CH2:16][CH2:15][CH2:14][CH2:13][C:12]=5[C:11]=4[CH2:10][CH2:9]3)[C:3]=2[CH:22]=[O:23])=[CH:46]1. The catalyst class is: 552.